Task: Predict the reactants needed to synthesize the given product.. Dataset: Full USPTO retrosynthesis dataset with 1.9M reactions from patents (1976-2016) Given the product [C:11]([C:5]1[C:4]2[C:8](=[CH:9][CH:10]=[C:2]([Br:1])[CH:3]=2)[N:7]([CH2:15][C:16]([O:18][C:19]([CH3:22])([CH3:21])[CH3:20])=[O:17])[CH:6]=1)(=[O:13])[CH3:12], predict the reactants needed to synthesize it. The reactants are: [Br:1][C:2]1[CH:3]=[C:4]2[C:8](=[CH:9][CH:10]=1)[NH:7][CH:6]=[C:5]2[C:11](=[O:13])[CH3:12].Br[CH2:15][C:16]([O:18][C:19]([CH3:22])([CH3:21])[CH3:20])=[O:17].C(=O)([O-])[O-].[K+].[K+].